Dataset: Forward reaction prediction with 1.9M reactions from USPTO patents (1976-2016). Task: Predict the product of the given reaction. (1) Given the reactants [Cl:1][C:2]1[CH:7]=[CH:6][C:5]([N:8]([CH2:10][CH2:11][CH:12]2[CH2:16][CH2:15][CH2:14][CH2:13]2)N)=[CH:4][CH:3]=1.CO[CH:19](OC)[CH2:20][CH2:21][CH2:22][NH:23][CH3:24], predict the reaction product. The product is: [Cl:1][C:2]1[CH:7]=[C:6]2[C:5](=[CH:4][CH:3]=1)[N:8]([CH2:10][CH2:11][CH:12]1[CH2:16][CH2:15][CH2:14][CH2:13]1)[CH:19]=[C:20]2[CH2:21][CH2:22][NH:23][CH3:24]. (2) Given the reactants [CH3:1][C:2]1[CH:3]=[C:4]([C:8]2[N:9]([C:17]3[CH:22]=[CH:21][C:20]([S:23]([NH2:26])(=[O:25])=[O:24])=[CH:19][CH:18]=3)[CH:10]=[C:11]([C:13]([F:16])([F:15])[F:14])[N:12]=2)[CH:5]=[N:6][CH:7]=1.[C:27](OC(=O)C)(=[O:29])[CH3:28].C(N(CC)CC)C, predict the reaction product. The product is: [CH3:1][C:2]1[CH:3]=[C:4]([C:8]2[N:9]([C:17]3[CH:18]=[CH:19][C:20]([S:23]([NH:26][C:27](=[O:29])[CH3:28])(=[O:25])=[O:24])=[CH:21][CH:22]=3)[CH:10]=[C:11]([C:13]([F:14])([F:16])[F:15])[N:12]=2)[CH:5]=[N:6][CH:7]=1. (3) The product is: [F:1][C:2]([F:18])([F:19])[C:3]1[CH:8]=[C:7]([C:9]([F:10])([F:11])[F:12])[CH:6]=[CH:5][C:4]=1[CH2:13][CH2:14][CH2:15][CH2:16][OH:17]. Given the reactants [F:1][C:2]([F:19])([F:18])[C:3]1[CH:8]=[C:7]([C:9]([F:12])([F:11])[F:10])[CH:6]=[CH:5][C:4]=1[C:13]#[C:14][CH2:15][CH2:16][OH:17], predict the reaction product. (4) Given the reactants [H-].[Al+3].[Li+].[H-].[H-].[H-].[CH3:7][O:8][C:9]1[CH:24]=[C:23]([O:25][CH3:26])[CH:22]=[CH:21][C:10]=1[CH2:11][NH:12][C:13]1[C:14]([C:19]#[N:20])=[N:15][CH:16]=[CH:17][CH:18]=1, predict the reaction product. The product is: [NH2:20][CH2:19][C:14]1[C:13]([N:12]=[CH:11][C:10]2[CH:21]=[CH:22][C:23]([O:25][CH3:26])=[CH:24][C:9]=2[O:8][CH3:7])=[CH:18][CH:17]=[CH:16][N:15]=1. (5) Given the reactants [OH:1][C:2]1[CH:9]=[CH:8][C:5]([C:6]#[N:7])=[CH:4][CH:3]=1.Br[CH2:11][CH2:12][CH2:13][Cl:14].C(=O)([O-])[O-].[Cs+].[Cs+], predict the reaction product. The product is: [Cl:14][CH2:13][CH2:12][CH2:11][O:1][C:2]1[CH:9]=[CH:8][C:5]([C:6]#[N:7])=[CH:4][CH:3]=1. (6) Given the reactants Cl.[NH:2]1[CH:6]=[C:5]([CH:7]([CH3:11])[C:8]([OH:10])=O)[N:4]=[CH:3]1.[NH2:12][C@@H:13]([CH2:31][O:32][CH2:33][C:34]1[CH:39]=[CH:38][CH:37]=[CH:36][CH:35]=1)[C:14]([NH:16][C:17]1[CH:22]=[CH:21][C:20]([O:23][C:24]2[CH:29]=[CH:28][C:27]([F:30])=[CH:26][CH:25]=2)=[CH:19][CH:18]=1)=[O:15], predict the reaction product. The product is: [NH:2]1[CH:6]=[C:5]([CH:7]([CH3:11])[C:8]([NH:12][C@@H:13]([CH2:31][O:32][CH2:33][C:34]2[CH:35]=[CH:36][CH:37]=[CH:38][CH:39]=2)[C:14]([NH:16][C:17]2[CH:18]=[CH:19][C:20]([O:23][C:24]3[CH:29]=[CH:28][C:27]([F:30])=[CH:26][CH:25]=3)=[CH:21][CH:22]=2)=[O:15])=[O:10])[N:4]=[CH:3]1. (7) Given the reactants C(O)(=O)C.[CH3:5][C:6]1[N:11]=[C:10]([C:12](=O)[CH2:13][C:14]2[CH:15]=[C:16]3[C:21](=[CH:22][CH:23]=2)[N:20]=[CH:19][CH:18]=[N:17]3)[CH:9]=[CH:8][N:7]=1.C[N:26]([CH:28](OC)OC)C.O.[NH2:34]N, predict the reaction product. The product is: [CH3:5][C:6]1[N:11]=[C:10]([C:12]2[C:13]([C:14]3[CH:15]=[C:16]4[C:21](=[CH:22][CH:23]=3)[N:20]=[CH:19][CH:18]=[N:17]4)=[CH:28][NH:26][N:34]=2)[CH:9]=[CH:8][N:7]=1. (8) Given the reactants [C:1]([NH:4][C:5]1[S:6][C:7]([CH2:26][C:27]2[CH:35]=[CH:34][C:30](C(O)=O)=[CH:29][CH:28]=2)=[C:8]([CH2:10][CH2:11][C:12]2[CH:17]=[CH:16][C:15]([NH:18][C:19]([O:21][C:22]([CH3:25])([CH3:24])[CH3:23])=[O:20])=[CH:14][CH:13]=2)[N:9]=1)(=[O:3])[CH3:2].C([N:38]([CH2:41]C)CC)C.C1(P(N=[N+]=[N-])(C2C=CC=CC=2)=O)C=CC=CC=1.C[OH:61].[O:62]1CCOC[CH2:63]1, predict the reaction product. The product is: [C:1]([NH:4][C:5]1[S:6][C:7]([CH2:26][C:27]2[CH:35]=[CH:34][C:30]([NH:38][C:41](=[O:61])[O:62][CH3:63])=[CH:29][CH:28]=2)=[C:8]([CH2:10][CH2:11][C:12]2[CH:17]=[CH:16][C:15]([NH:18][C:19]([O:21][C:22]([CH3:23])([CH3:25])[CH3:24])=[O:20])=[CH:14][CH:13]=2)[N:9]=1)(=[O:3])[CH3:2]. (9) Given the reactants [CH3:1][Si](C=[N+]=[N-])(C)C.[Cl:8][C:9]1[CH:10]=[C:11]([CH:15]=[C:16]([Cl:18])[CH:17]=1)[C:12]([OH:14])=[O:13], predict the reaction product. The product is: [Cl:8][C:9]1[CH:10]=[C:11]([CH:15]=[C:16]([Cl:18])[CH:17]=1)[C:12]([O:14][CH3:1])=[O:13]. (10) The product is: [C:29]([C:10]1[C:11]2[C:16](=[CH:15][C:14]([O:19][C:20]3[C:21]([CH3:28])=[CH:22][C:23]([CH3:27])=[CH:24][C:25]=3[CH3:26])=[CH:13][CH:12]=2)[C:17]([OH:18])=[C:8]([C:6]([NH:31][CH2:32][C:33]([OH:35])=[O:34])=[O:7])[N:9]=1)#[N:30]. Given the reactants C(O[C:6]([C:8]1[N:9]=[C:10]([C:29]#[N:30])[C:11]2[C:16]([C:17]=1[OH:18])=[CH:15][C:14]([O:19][C:20]1[C:25]([CH3:26])=[CH:24][C:23]([CH3:27])=[CH:22][C:21]=1[CH3:28])=[CH:13][CH:12]=2)=[O:7])CCC.[NH2:31][CH2:32][C:33]([OH:35])=[O:34], predict the reaction product.